The task is: Predict the reactants needed to synthesize the given product.. This data is from Full USPTO retrosynthesis dataset with 1.9M reactions from patents (1976-2016). (1) Given the product [Cl:1][C:2]1[N:10]=[CH:9][CH:8]=[CH:7][C:3]=1[C:4]([NH:18][C:19]1[N:20]([C:24]2[CH:29]=[CH:28][C:27]([Cl:30])=[CH:26][C:25]=2[Cl:31])[N:21]=[CH:22][CH:23]=1)=[O:5], predict the reactants needed to synthesize it. The reactants are: [Cl:1][C:2]1[N:10]=[CH:9][CH:8]=[CH:7][C:3]=1[C:4](Cl)=[O:5].C(N(CC)CC)C.[NH2:18][C:19]1[N:20]([C:24]2[CH:29]=[CH:28][C:27]([Cl:30])=[CH:26][C:25]=2[Cl:31])[N:21]=[CH:22][CH:23]=1. (2) Given the product [ClH:29].[NH2:1][C:4]([C:7]1[CH:12]=[CH:11][C:10]([C:13]2[NH:14][C:15](=[O:24])[C:16]3[C:21]([CH:22]=2)=[CH:20][CH:19]=[C:18]([F:23])[CH:17]=3)=[CH:9][CH:8]=1)([CH3:6])[CH3:5], predict the reactants needed to synthesize it. The reactants are: [N:1]([C:4]([C:7]1[CH:12]=[CH:11][C:10]([C:13]2[NH:14][C:15](=[O:24])[C:16]3[C:21]([CH:22]=2)=[CH:20][CH:19]=[C:18]([F:23])[CH:17]=3)=[CH:9][CH:8]=1)([CH3:6])[CH3:5])=[N+]=[N-].C(O)(=O)C.[ClH:29].CO.